This data is from Forward reaction prediction with 1.9M reactions from USPTO patents (1976-2016). The task is: Predict the product of the given reaction. (1) Given the reactants [CH3:1][O:2][C:3]1[CH:15]=[CH:14][C:6]([CH2:7][NH:8][C:9]2[CH:13]=[CH:12][O:11][N:10]=2)=[CH:5][CH:4]=1.C[Si]([N-][Si](C)(C)C)(C)C.[Li+].[O:26]=[C:27]1[C:36]2[C:31](=[CH:32][C:33]([S:37](OC3C(F)=C(F)C(F)=C(F)C=3F)(=[O:39])=[O:38])=[CH:34][CH:35]=2)[N:30]=[CH:29][NH:28]1, predict the reaction product. The product is: [O:11]1[CH:12]=[CH:13][C:9]([N:8]([CH2:7][C:6]2[CH:5]=[CH:4][C:3]([O:2][CH3:1])=[CH:15][CH:14]=2)[S:37]([C:33]2[CH:32]=[C:31]3[C:36]([C:27](=[O:26])[NH:28][CH:29]=[N:30]3)=[CH:35][CH:34]=2)(=[O:39])=[O:38])=[N:10]1. (2) Given the reactants C1(OC2C=CC=CC=2)C=CC=CC=1.[NH2:14][C:15]1[C:20](C(O)=O)=[C:19]([CH3:24])[N:18]=[C:17]2[S:25][C:26]([Br:35])=[C:27]([C:28]3[CH:33]=[CH:32][CH:31]=[C:30]([Br:34])[CH:29]=3)[C:16]=12, predict the reaction product. The product is: [Br:35][C:26]1[S:25][C:17]2[N:18]=[C:19]([CH3:24])[CH:20]=[C:15]([NH2:14])[C:16]=2[C:27]=1[C:28]1[CH:33]=[CH:32][CH:31]=[C:30]([Br:34])[CH:29]=1.